From a dataset of Full USPTO retrosynthesis dataset with 1.9M reactions from patents (1976-2016). Predict the reactants needed to synthesize the given product. (1) Given the product [NH2:1][C:2]1[N:3]=[C:4]([N:18]([CH3:19])[CH3:17])[C:5]([C:13]#[N:14])=[C:6]([C:8]2[O:9][CH:10]=[CH:11][CH:12]=2)[N:7]=1, predict the reactants needed to synthesize it. The reactants are: [NH2:1][C:2]1[N:7]=[C:6]([C:8]2[O:9][CH:10]=[CH:11][CH:12]=2)[C:5]([C:13]#[N:14])=[C:4](SC)[N:3]=1.[CH3:17][NH:18][CH3:19]. (2) Given the product [ClH:36].[ClH:36].[N:1]1[CH:6]=[CH:5][CH:4]=[CH:3][C:2]=1[N:7]([CH2:30][C:31]([O:33][CH2:34][CH3:35])=[O:32])[C:8]([C:10]1[CH:29]=[CH:28][C:13]2[N:14]([CH3:27])[C:15]([CH2:17][CH2:18][C:19]3[CH:24]=[CH:23][C:22]([C:25](=[NH:44])[NH2:26])=[CH:21][CH:20]=3)=[N:16][C:12]=2[CH:11]=1)=[O:9], predict the reactants needed to synthesize it. The reactants are: [N:1]1[CH:6]=[CH:5][CH:4]=[CH:3][C:2]=1[N:7]([CH2:30][C:31]([O:33][CH2:34][CH3:35])=[O:32])[C:8]([C:10]1[CH:29]=[CH:28][C:13]2[N:14]([CH3:27])[C:15]([CH2:17][CH2:18][C:19]3[CH:24]=[CH:23][C:22]([C:25]#[N:26])=[CH:21][CH:20]=3)=[N:16][C:12]=2[CH:11]=1)=[O:9].[ClH:36].C(O)C.C(=O)([O-])[O-].[NH4+:44].[NH4+]. (3) The reactants are: Br[C:2]1[C:3]([O:13][CH3:14])=[C:4]([C:10](=[O:12])[CH3:11])[CH:5]=[C:6]([Cl:9])[C:7]=1[CH3:8].[CH2:15]([O:17][CH:18]([N:20]1[CH:24]=[C:23](B2OC(C)(C)C(C)(C)O2)[CH:22]=[N:21]1)[CH3:19])[CH3:16].O. Given the product [Cl:9][C:6]1[C:7]([CH3:8])=[C:2]([C:23]2[CH:22]=[N:21][N:20]([CH:18]([O:17][CH2:15][CH3:16])[CH3:19])[CH:24]=2)[C:3]([O:13][CH3:14])=[C:4]([C:10](=[O:12])[CH3:11])[CH:5]=1, predict the reactants needed to synthesize it. (4) The reactants are: Cl.[CH2:2]([O:4][C:5](=[O:9])[CH:6]([CH3:8])[NH2:7])[CH3:3].[CH:10](=O)[C:11]([CH3:14])([CH3:13])[CH3:12]. Given the product [CH3:10][C:11]([CH3:14])([CH3:13])[CH:12]=[N:7][CH:6]([CH3:8])[C:5]([O:4][CH2:2][CH3:3])=[O:9], predict the reactants needed to synthesize it. (5) Given the product [Cl:1][C:2]1[N:3]=[C:4]([N:16]2[CH2:21][CH2:20][O:19][CH2:18][CH2:17]2)[C:5]2[O:10][C:9]3[N:11]=[CH:12][CH:13]=[CH:14][C:8]=3[C:6]=2[N:7]=1, predict the reactants needed to synthesize it. The reactants are: [Cl:1][C:2]1[N:3]=[C:4](Cl)[C:5]2[O:10][C:9]3[N:11]=[CH:12][CH:13]=[CH:14][C:8]=3[C:6]=2[N:7]=1.[NH:16]1[CH2:21][CH2:20][O:19][CH2:18][CH2:17]1.